This data is from Catalyst prediction with 721,799 reactions and 888 catalyst types from USPTO. The task is: Predict which catalyst facilitates the given reaction. (1) Reactant: [O:1]=[C:2]1[N:6]([C:7]2[CH:8]=[CH:9][C:10]3[C:16](=O)[CH:15]([C:18]([C:20]4[CH:25]=[CH:24][N:23]=[CH:22][CH:21]=4)=O)[CH2:14][CH2:13][CH2:12][C:11]=3[CH:26]=2)[CH2:5][C@H:4]([CH2:27][NH:28][C:29](=[O:31])[CH3:30])[O:3]1.O.[NH2:33][NH2:34]. Product: [O:1]=[C:2]1[N:6]([C:7]2[CH:8]=[CH:9][C:10]3[C:16]4[NH:33][N:34]=[C:18]([C:20]5[CH:25]=[CH:24][N:23]=[CH:22][CH:21]=5)[C:15]=4[CH2:14][CH2:13][CH2:12][C:11]=3[CH:26]=2)[CH2:5][C@H:4]([CH2:27][NH:28][C:29](=[O:31])[CH3:30])[O:3]1. The catalyst class is: 8. (2) Reactant: [NH2:1][C:2]1[CH:3]=[C:4]([CH:7]=[CH:8][C:9]=1[S:10][C:11]1[C:16](Cl)=[N:15][CH:14]=[CH:13][N:12]=1)[CH2:5][OH:6].Cl.N. Product: [N:15]1[C:16]2[NH:1][C:2]3[CH:3]=[C:4]([CH2:5][OH:6])[CH:7]=[CH:8][C:9]=3[S:10][C:11]=2[N:12]=[CH:13][CH:14]=1. The catalyst class is: 5.